This data is from Full USPTO retrosynthesis dataset with 1.9M reactions from patents (1976-2016). The task is: Predict the reactants needed to synthesize the given product. (1) Given the product [N:11]1[CH:12]=[CH:13][N:14]2[CH:19]=[C:18]([CH2:20][NH:21][C:22](=[O:35])[C:23]3[CH:24]=[CH:25][C:26]([CH:29]4[CH2:30][CH2:31][N:32]([S:7]([CH:1]([CH3:6])[CH3:2])(=[O:9])=[O:8])[CH2:33][CH2:34]4)=[CH:27][CH:28]=3)[N:17]=[CH:16][C:15]=12, predict the reactants needed to synthesize it. The reactants are: [C:1]1([S:7](Cl)(=[O:9])=[O:8])[CH:6]=CC=C[CH:2]=1.[N:11]1[CH:12]=[CH:13][N:14]2[CH:19]=[C:18]([CH2:20][NH:21][C:22](=[O:35])[C:23]3[CH:28]=[CH:27][C:26]([CH:29]4[CH2:34][CH2:33][NH:32][CH2:31][CH2:30]4)=[CH:25][CH:24]=3)[N:17]=[CH:16][C:15]=12.N1C=CN2C=CC(CNC(=O)C3C=CC(C4CCNCC4)=CC=3)=CC=12. (2) Given the product [NH2:1][C:2]1[C:10]([N+:11]([O-:13])=[O:12])=[CH:9][CH:8]=[CH:7][C:3]=1[C:4]([NH:52][C:53]1[NH:54][CH:55]=[CH:56][N:57]=1)=[O:6], predict the reactants needed to synthesize it. The reactants are: [NH2:1][C:2]1[C:10]([N+:11]([O-:13])=[O:12])=[CH:9][CH:8]=[CH:7][C:3]=1[C:4]([OH:6])=O.CN(C(ON1N=NC2C=CC=CC1=2)=[N+](C)C)C.F[P-](F)(F)(F)(F)F.CCN(C(C)C)C(C)C.S(O)(O)(=O)=O.[NH2:52][C:53]1[NH:54][CH:55]=[CH:56][N:57]=1.[OH-].[Na+]. (3) Given the product [CH:6]([C:4]1[CH:5]=[N:1][N:2]([CH2:20][C:19]([O:18][C:14]([CH3:17])([CH3:16])[CH3:15])=[O:22])[CH:3]=1)=[O:7], predict the reactants needed to synthesize it. The reactants are: [NH:1]1[CH:5]=[C:4]([CH:6]=[O:7])[CH:3]=[N:2]1.CC(C)([O-])C.[K+].[C:14]([O:18][C:19](=[O:22])[CH2:20]Br)([CH3:17])([CH3:16])[CH3:15]. (4) Given the product [OH:13][CH2:14][CH:15]1[N:16]([CH3:21])[CH2:17][CH2:18][N:19]([C:2]2[NH:3][C:4](=[O:12])[C:5]3[C:10]([CH:11]=2)=[CH:9][CH:8]=[CH:7][CH:6]=3)[CH2:20]1, predict the reactants needed to synthesize it. The reactants are: Cl[C:2]1[NH:3][C:4](=[O:12])[C:5]2[C:10]([CH:11]=1)=[CH:9][CH:8]=[CH:7][CH:6]=2.[OH:13][CH2:14][CH:15]1[CH2:20][NH:19][CH2:18][CH2:17][N:16]1[CH3:21]. (5) Given the product [CH2:1]([C:4]1[C:5]([OH:14])=[C:6]([C:11](=[N:17][OH:16])[CH3:12])[CH:7]=[C:8]([OH:10])[CH:9]=1)[CH:2]=[CH2:3], predict the reactants needed to synthesize it. The reactants are: [CH2:1]([C:4]1[C:5]([OH:14])=[C:6]([C:11](=O)[CH3:12])[CH:7]=[C:8]([OH:10])[CH:9]=1)[CH:2]=[CH2:3].[Cl-].[OH:16][NH3+:17].C([O-])(=O)C.[Na+]. (6) Given the product [NH:1]1[C:5]2=[N:6][CH:7]=[CH:8][CH:9]=[C:4]2[C:3]([CH:10]=[C:11]2[C:12](=[O:31])[CH:13]=[C:14]([NH:16][C:17]3[CH:18]=[CH:19][C:20]([CH:23]([CH3:25])[CH3:24])=[CH:21][CH:22]=3)[O:15]2)=[CH:2]1, predict the reactants needed to synthesize it. The reactants are: [NH:1]1[C:5]2=[N:6][CH:7]=[CH:8][CH:9]=[C:4]2[C:3]([CH:10]=[C:11]2[O:15][C:14]([NH:16][C:17]3[CH:22]=[CH:21][C:20]([CH:23]([CH3:25])[CH3:24])=[CH:19][CH:18]=3)=[C:13](C(OCC)=O)[C:12]2=[O:31])=[CH:2]1. (7) Given the product [F:3][C:4]1[CH:5]=[CH:6][C:7]([CH2:8][C:9]2[NH:13][N:12]=[C:11]([C:14]([OH:16])=[O:15])[CH:10]=2)=[CH:19][CH:20]=1, predict the reactants needed to synthesize it. The reactants are: [Li+].[OH-].[F:3][C:4]1[CH:20]=[CH:19][C:7]([CH2:8][C:9]2[NH:13][N:12]=[C:11]([C:14]([O:16]CC)=[O:15])[CH:10]=2)=[CH:6][CH:5]=1.